Dataset: Forward reaction prediction with 1.9M reactions from USPTO patents (1976-2016). Task: Predict the product of the given reaction. (1) Given the reactants [Cl:1][C:2]1[CH:3]=[C:4]([CH:7]=[CH:8][CH:9]=1)[CH:5]=O.[Br:10][C:11]1[CH:16]=[CH:15][C:14]([C:17](=[O:19])[CH3:18])=[CH:13][CH:12]=1.C[O-].[Na+].Cl, predict the reaction product. The product is: [Br:10][C:11]1[CH:16]=[CH:15][C:14]([C:17](=[O:19])/[CH:18]=[CH:5]/[C:4]2[CH:7]=[CH:8][CH:9]=[C:2]([Cl:1])[CH:3]=2)=[CH:13][CH:12]=1. (2) The product is: [CH3:1][C:2]1([CH3:23])[N:3]2[C:4]3[C:5]([C:18](=[O:20])[C:12]([C:13]([O:15][CH2:16][CH3:17])=[O:14])=[CH:11]2)=[CH:6][CH:7]=[CH:8][C:9]=3[CH2:10]1. Given the reactants [CH3:1][C:2]1([CH3:23])[CH2:10][C:9]2[C:4](=[CH:5][CH:6]=[CH:7][CH:8]=2)[N:3]1[CH:11]=[C:12]([C:18]([O:20]CC)=O)[C:13]([O:15][CH2:16][CH3:17])=[O:14].CCOC(C)=O, predict the reaction product. (3) Given the reactants O[CH:2]([CH:7]1[CH2:11][CH2:10][CH2:9][C:8]1=[O:12])[CH2:3][CH2:4][CH2:5][CH3:6].C(O)(=O)C(O)=O, predict the reaction product. The product is: [CH:2](=[C:7]1[CH2:11][CH2:10][CH2:9][C:8]1=[O:12])[CH2:3][CH2:4][CH2:5][CH3:6]. (4) The product is: [NH2:36][C:25]1[S:26][CH2:27][C@@H:28]2[C@@H:29]([C:32]([F:35])([F:33])[F:34])[O:30][CH2:31][C@:23]2([C:21]2[CH:22]=[C:17]([NH:16][C:9]([C:6]3[CH:5]=[N:4][C:3]([O:2][CH3:1])=[CH:8][N:7]=3)=[O:11])[CH:18]=[CH:19][C:20]=2[F:37])[N:24]=1. Given the reactants [CH3:1][O:2][C:3]1[N:4]=[CH:5][C:6]([C:9]([OH:11])=O)=[N:7][CH:8]=1.S(Cl)(Cl)=O.[NH2:16][C:17]1[CH:18]=[CH:19][C:20]([F:37])=[C:21]([C@:23]23[CH2:31][O:30][C@H:29]([C:32]([F:35])([F:34])[F:33])[C@H:28]2[CH2:27][S:26][C:25]([NH2:36])=[N:24]3)[CH:22]=1.[OH-].[Na+], predict the reaction product. (5) Given the reactants [NH:1]1[CH2:6][CH2:5][CH:4]([CH2:7][OH:8])[CH2:3][CH2:2]1.C=O.[BH3-][C:12]#N.[Na+], predict the reaction product. The product is: [OH:8][CH2:7][CH:4]1[CH2:5][CH2:6][N:1]([CH3:12])[CH2:2][CH2:3]1. (6) Given the reactants [C:1](O[C@@H]1[C@@H](OC(=O)C)[C@H](OC(=O)C)[C@@H](COC(=O)C)S[C@H]1Br)(=[O:3])[CH3:2].[CH2:25]([C:27]1[CH:40]=[CH:39][C:30]([CH2:31][C:32]2[CH:37]=[CH:36][CH:35]=[CH:34][C:33]=2[OH:38])=[CH:29][CH:28]=1)[CH3:26].C(=O)([O-])[O-].[K+].[K+], predict the reaction product. The product is: [C:1]([O:38][C:33]1[CH:34]=[CH:35][CH:36]=[CH:37][C:32]=1[CH2:31][C:30]1[CH:39]=[CH:40][C:27]([CH2:25][CH3:26])=[CH:28][CH:29]=1)(=[O:3])[CH3:2]. (7) Given the reactants [Br:1][C:2]1[CH:3]=[C:4]([CH:6]=[CH:7][CH:8]=1)[NH2:5].[F:9][B-:10]([F:13])([F:12])[F:11].[Li+].[N:15]([O-])=O.[Na+], predict the reaction product. The product is: [F:9][B-:10]([F:13])([F:12])[F:11].[Br:1][C:2]1[CH:3]=[C:4]([N+:5]#[N:15])[CH:6]=[CH:7][CH:8]=1.